From a dataset of Forward reaction prediction with 1.9M reactions from USPTO patents (1976-2016). Predict the product of the given reaction. (1) Given the reactants [O:1]=[C:2]1[N:6]([CH:7]2[CH2:12][CH2:11][N:10]([C:13]([O:15][C@@H:16]([C:34]([OH:36])=[O:35])[CH2:17][C:18]3[CH:23]=[C:22]([CH3:24])[C:21]([O:25]CC4C=CC=CC=4)=[C:20]([CH3:33])[CH:19]=3)=[O:14])[CH2:9][CH2:8]2)[N:5]=[C:4]([C:37]2[CH:42]=[CH:41][CH:40]=[CH:39][CH:38]=2)[NH:3]1.[H][H].C1COCC1, predict the reaction product. The product is: [O:1]=[C:2]1[N:6]([CH:7]2[CH2:12][CH2:11][N:10]([C:13]([O:15][C@@H:16]([C:34]([OH:36])=[O:35])[CH2:17][C:18]3[CH:23]=[C:22]([CH3:24])[C:21]([OH:25])=[C:20]([CH3:33])[CH:19]=3)=[O:14])[CH2:9][CH2:8]2)[N:5]=[C:4]([C:37]2[CH:38]=[CH:39][CH:40]=[CH:41][CH:42]=2)[NH:3]1. (2) Given the reactants [NH:1]([C:14]([O:16]CC1C2C(=CC=CC=2)C2C1=CC=CC=2)=O)[C@@H:2]([C:11]([OH:13])=[O:12])[CH2:3][C:4]1[CH:9]=[CH:8][C:7]([OH:10])=[CH:6][CH:5]=1.[N:31]1[C:40]2[C:35](=[CH:36][CH:37]=[CH:38][CH:39]=2)[C:34]([CH:41]=O)=[CH:33][CH:32]=1.[F:43][C:44]([F:56])([F:55])[S:45]([C:48]1[CH:54]=[CH:53][C:51]([NH2:52])=[CH:50][CH:49]=1)(=[O:47])=[O:46], predict the reaction product. The product is: [F:43][C:44]([F:56])([F:55])[C:11]([OH:13])=[O:12].[OH:10][C:7]1[CH:6]=[CH:5][C:4]([CH2:3][C@H:2]2[N:1]([CH2:41][C:34]3[C:35]4[C:40](=[CH:39][CH:38]=[CH:37][CH:36]=4)[N:31]=[CH:32][CH:33]=3)[C:14](=[O:16])[N:52]([C:51]3[CH:53]=[CH:54][C:48]([S:45]([C:44]([F:56])([F:43])[F:55])(=[O:47])=[O:46])=[CH:49][CH:50]=3)[C:11]2=[O:13])=[CH:9][CH:8]=1. (3) Given the reactants [NH2:1][C:2]1[N:7]=[C:6](O)[C:5]([C:9]#[N:10])=[C:4]([C:11]2[CH:12]=[N:13][CH:14]=[C:15]([O:17][CH3:18])[CH:16]=2)[N:3]=1.O=P(Cl)(Cl)[Cl:21], predict the reaction product. The product is: [NH2:1][C:2]1[N:7]=[C:6]([Cl:21])[C:5]([C:9]#[N:10])=[C:4]([C:11]2[CH:12]=[N:13][CH:14]=[C:15]([O:17][CH3:18])[CH:16]=2)[N:3]=1.